Dataset: Reaction yield outcomes from USPTO patents with 853,638 reactions. Task: Predict the reaction yield, written as a fraction of the theoretical maximum amount of product (1.0 means a 100% yield; for example, 0.34 means a 34% yield). (1) The reactants are [Br:1][C:2]1[CH:25]=[CH:24][C:5]([CH2:6][NH:7][C:8]2[C:9]([NH2:23])=[CH:10][CH:11]=[C:12]([O:14][CH2:15][C:16]3[CH:21]=[CH:20][C:19]([CH3:22])=[CH:18][N:17]=3)[CH:13]=2)=[CH:4][CH:3]=1.[C@@H:26]12[C:35](=O)[O:34][C:32](=[O:33])[C@@H:27]1[CH2:28][CH2:29][CH2:30][CH2:31]2.CCN(C(C)C)C(C)C.Cl.[OH-].[Na+]. The catalyst is C(#N)C.C1(=O)[C@@H]2[C@@H](CCCC2)C(=O)O1. The product is [Br:1][C:2]1[CH:25]=[CH:24][C:5]([CH2:6][N:7]2[C:8]3[CH:13]=[C:12]([O:14][CH2:15][C:16]4[CH:21]=[CH:20][C:19]([CH3:22])=[CH:18][N:17]=4)[CH:11]=[CH:10][C:9]=3[N:23]=[C:35]2[C@@H:26]2[CH2:31][CH2:30][CH2:29][CH2:28][C@@H:27]2[C:32]([OH:34])=[O:33])=[CH:4][CH:3]=1. The yield is 0.900. (2) The reactants are [C:1]([C:4]1[CH:9]=[CH:8][CH:7]=[CH:6][CH:5]=1)(=[O:3])[CH3:2].[BrH:10].BrBr.CC(O)=O. The catalyst is CC(O)=O.C(OC(=O)C)C. The product is [Br:10][CH2:2][C:1]([C:4]1[CH:9]=[CH:8][CH:7]=[CH:6][CH:5]=1)=[O:3]. The yield is 1.00. (3) The reactants are [Na].Cl[C:3]1[N:11]=[C:10]2[C:6]([N:7]=[CH:8][N:9]2[CH2:12][C:13]2[CH:18]=[CH:17][CH:16]=[C:15]([CH2:19][C:20]([O:22][CH3:23])=[O:21])[CH:14]=2)=[C:5]([NH2:24])[N:4]=1.Cl.[CH3:26][S:27][CH2:28][CH2:29][OH:30]. No catalyst specified. The product is [CH3:23][O:22][C:20]([CH2:19][C:15]1[CH:14]=[C:13]([CH:18]=[CH:17][CH:16]=1)[CH2:12][N:9]1[CH:8]=[N:7][C:6]2[C:10]1=[N:11][C:3]([O:30][CH2:29][CH2:28][S:27][CH3:26])=[N:4][C:5]=2[NH2:24])=[O:21]. The yield is 0.910. (4) The reactants are [Cl:1][C:2]1[CH:18]=[CH:17][C:5]([C:6]([C:8]2[CH:16]=[CH:15][CH:14]=[CH:13][C:9]=2[C:10]([OH:12])=[O:11])=O)=[CH:4][C:3]=1[N+:19]([O-:21])=[O:20].N1C=CC=CC=1.N1C(F)=NC(F)=NC=1[F:30].O. The catalyst is ClCCl. The product is [Cl:1][C:2]1[CH:18]=[CH:17][C:5]([C:6]2([F:30])[C:8]3[CH:16]=[CH:15][CH:14]=[CH:13][C:9]=3[C:10](=[O:12])[O:11]2)=[CH:4][C:3]=1[N+:19]([O-:21])=[O:20]. The yield is 0.900. (5) The reactants are [NH2:1][C@H:2]1[CH2:7][CH2:6][C@H:5]([CH2:8][NH:9][C:10]2[C:15]([N+:16]([O-:18])=[O:17])=[CH:14][N:13]=[C:12]([NH:19][CH2:20][C:21]3[CH:26]=[CH:25][CH:24]=[CH:23][C:22]=3[O:27][C:28]([F:31])([F:30])[F:29])[N:11]=2)[CH2:4][CH2:3]1.[CH3:32][S:33](Cl)(=[O:35])=[O:34].CCN(C(C)C)C(C)C. The catalyst is C(Cl)Cl. The product is [N+:16]([C:15]1[C:10]([NH:9][CH2:8][C@H:5]2[CH2:4][CH2:3][C@H:2]([NH:1][S:33]([CH3:32])(=[O:35])=[O:34])[CH2:7][CH2:6]2)=[N:11][C:12]([NH:19][CH2:20][C:21]2[CH:26]=[CH:25][CH:24]=[CH:23][C:22]=2[O:27][C:28]([F:30])([F:31])[F:29])=[N:13][CH:14]=1)([O-:18])=[O:17]. The yield is 0.470.